This data is from Catalyst prediction with 721,799 reactions and 888 catalyst types from USPTO. The task is: Predict which catalyst facilitates the given reaction. (1) Reactant: [CH:1]1([CH2:7][NH:8][C:9](=O)[C:10]2[CH:15]=[C:14]([O:16][CH3:17])[C:13]([O:18][CH2:19][C:20]#[CH:21])=[C:12]([O:22][CH3:23])[CH:11]=2)[CH2:6][CH2:5][CH2:4][CH2:3][CH2:2]1.COC1C=CC(P2(SP(C3C=CC(OC)=CC=3)(=S)S2)=[S:34])=CC=1. Product: [CH:1]1([CH2:7][NH:8][C:9]([C:10]2[CH:15]=[C:14]([O:16][CH3:17])[C:13]([O:18][CH2:19][C:20]#[CH:21])=[C:12]([O:22][CH3:23])[CH:11]=2)=[S:34])[CH2:6][CH2:5][CH2:4][CH2:3][CH2:2]1. The catalyst class is: 11. (2) Reactant: [F:1][C:2]1[CH:8]=[CH:7][C:6]([SH:9])=[CH:5][C:3]=1[NH2:4].[F:10][C:11]1[CH:18]=[CH:17][CH:16]=[CH:15][C:12]=1[CH2:13]Br.C(=O)([O-])[O-].[K+].[K+]. Product: [F:1][C:2]1[CH:8]=[CH:7][C:6]([S:9][CH2:13][C:12]2[CH:15]=[CH:16][CH:17]=[CH:18][C:11]=2[F:10])=[CH:5][C:3]=1[NH2:4]. The catalyst class is: 483. (3) Reactant: [Br:1][C:2]1[CH:3]=[C:4]([CH:9]=[C:10]([CH2:12][N:13]([CH3:15])[CH3:14])[CH:11]=1)[C:5]([O:7]C)=[O:6].O.[OH-].[Li+]. Product: [Br:1][C:2]1[CH:3]=[C:4]([CH:9]=[C:10]([CH2:12][N:13]([CH3:15])[CH3:14])[CH:11]=1)[C:5]([OH:7])=[O:6]. The catalyst class is: 30. (4) Reactant: [Cl:1][C:2]1[C:3]([O:12][CH2:13][CH2:14][C:15]2[C:16]([O:23][CH:24]([CH3:26])[CH3:25])=[N:17][N:18]([CH2:20][CH2:21][OH:22])[CH:19]=2)=[N:4][CH:5]=[C:6]([C:8]([F:11])([F:10])[F:9])[CH:7]=1.[CH2:27]([C:29]1[C:30](O)=[C:31]([CH2:35][C:36]([O:38]C)=[O:37])[CH:32]=[CH:33][CH:34]=1)[CH3:28].C(P(CCCC)CCCC)CCC.N(C(N1CCCCC1)=O)=NC(N1CCCCC1)=O.O1CCCC1CO.[OH-].[Na+].Cl. Product: [Cl:1][C:2]1[C:3]([O:12][CH2:13][CH2:14][C:15]2[C:16]([O:23][CH:24]([CH3:26])[CH3:25])=[N:17][N:18]([CH2:20][CH2:21][O:22][C:30]3[C:29]([CH2:27][CH3:28])=[CH:34][CH:33]=[CH:32][C:31]=3[CH2:35][C:36]([OH:38])=[O:37])[CH:19]=2)=[N:4][CH:5]=[C:6]([C:8]([F:11])([F:10])[F:9])[CH:7]=1. The catalyst class is: 7. (5) Reactant: [Cl:1][C:2]1[N:3]=[CH:4][C:5]([C:8]([O:10]C)=[O:9])=[N:6][CH:7]=1.O.[OH-].[Li+].Cl. Product: [Cl:1][C:2]1[N:3]=[CH:4][C:5]([C:8]([OH:10])=[O:9])=[N:6][CH:7]=1. The catalyst class is: 20.